Dataset: CYP3A4 inhibition data for predicting drug metabolism from PubChem BioAssay. Task: Regression/Classification. Given a drug SMILES string, predict its absorption, distribution, metabolism, or excretion properties. Task type varies by dataset: regression for continuous measurements (e.g., permeability, clearance, half-life) or binary classification for categorical outcomes (e.g., BBB penetration, CYP inhibition). Dataset: cyp3a4_veith. (1) The molecule is O=C(c1cccs1)n1nc(-c2ccc(Cl)cc2)nc1NCc1ccco1. The result is 0 (non-inhibitor). (2) The molecule is O=C(O)CCC(=O)c1ccc(-c2ccccc2)cc1. The result is 0 (non-inhibitor). (3) The drug is Cc1ccc(S(=O)(=O)NC(CC(C)C)C(=O)Oc2ccc3c4c(c(=O)oc3c2)CCC4)cc1. The result is 1 (inhibitor). (4) The drug is COC(Cc1nnc(SC)n1-c1ccc(Cl)cc1)OC. The result is 0 (non-inhibitor). (5) The compound is CCOC(=O)c1cc(-c2ccccc2)sc1NC(=S)Nc1cc(C)ccn1. The result is 1 (inhibitor). (6) The compound is C=C(CC1(C(C)NP(=O)(c2ccccc2)c2ccccc2)CC1)c1ccccc1. The result is 1 (inhibitor). (7) The drug is O=C(CSCc1ccc(Cl)cc1)Nc1ccc2c(c1)OCCO2. The result is 0 (non-inhibitor). (8) The molecule is O=C(c1ccco1)N1CCC2(CC1)CCN(c1ccncc1)CC2. The result is 0 (non-inhibitor). (9) The drug is COc1ccccc1Cn1nnc2c(=O)[nH]c(C3CCN(C(=O)c4ccc(F)cc4)CC3)nc21. The result is 1 (inhibitor). (10) The molecule is COc1ncc2nc(-c3cn(C)c4ccccc34)c(=O)n(C[C@H]3CCCO3)c2n1. The result is 0 (non-inhibitor).